From a dataset of Full USPTO retrosynthesis dataset with 1.9M reactions from patents (1976-2016). Predict the reactants needed to synthesize the given product. (1) Given the product [CH3:1][O:2][C:3]1[CH:4]=[C:5]([CH:6]=[C:20]([C:17]2[CH:18]=[CH:19][C:14]([OH:13])=[CH:15][CH:16]=2)[C:21]([OH:23])=[O:22])[CH:8]=[CH:9][C:10]=1[O:11][CH3:12], predict the reactants needed to synthesize it. The reactants are: [CH3:1][O:2][C:3]1[CH:4]=[C:5]([CH:8]=[CH:9][C:10]=1[O:11][CH3:12])[CH:6]=O.[OH:13][C:14]1[CH:19]=[CH:18][C:17]([CH2:20][C:21]([OH:23])=[O:22])=[CH:16][CH:15]=1.C(OC(=O)C)(=O)C.C(N(CC)CC)C.Cl. (2) Given the product [F:10][C:4]1[CH:5]=[C:6]([C:28]([OH:27])([CH3:33])[CH3:29])[CH:7]=[C:2]([F:1])[C:3]=1[C:11]1[S:12][CH:13]=[C:14]([C:16]([OH:18])=[O:17])[N:15]=1, predict the reactants needed to synthesize it. The reactants are: [F:1][C:2]1[CH:7]=[C:6](OC)[CH:5]=[C:4]([F:10])[C:3]=1[C:11]1[S:12][CH:13]=[C:14]([C:16]([OH:18])=[O:17])[N:15]=1.FC1C=[C:29]([C:28]([OH:27])(C)[CH3:33])C=C(F)C=1B1O[C:29](C)(C)[C:28](C)([CH3:33])[O:27]1. (3) Given the product [Cl:20][C:17]1[CH:16]=[CH:15][C:14]([C:13]2[N:12]=[C:11]([CH2:21][OH:22])[C:10]([C:24]([O:26][CH2:27][CH3:28])=[O:25])=[N:9][C:8]=2[C:5]2[CH:6]=[CH:7][C:2]([Cl:1])=[CH:3][CH:4]=2)=[CH:19][CH:18]=1, predict the reactants needed to synthesize it. The reactants are: [Cl:1][C:2]1[CH:7]=[CH:6][C:5]([C:8]2[N:9]=[C:10]([C:24]([O:26][CH2:27][CH3:28])=[O:25])[C:11]([C:21](O)=[O:22])=[N:12][C:13]=2[C:14]2[CH:19]=[CH:18][C:17]([Cl:20])=[CH:16][CH:15]=2)=[CH:4][CH:3]=1.C(N(CC)CC)C.C(OC(Cl)=O)C(C)C.[BH4-].[Na+]. (4) The reactants are: [CH:1]12[C:9](=[O:10])[CH:6]([CH:7]=[CH:8]1)[CH:5]=[CH:4][CH:3]=[CH:2]2.CN(C1C=CC(C(C2C=CC(N(C)C)=CC=2)=O)=CC=1)C. Given the product [CH:1]12[C:9](=[O:10])[CH:6]3[CH:7]=[CH:8][CH:2]1[CH:3]2[CH:4]=[CH:5]3, predict the reactants needed to synthesize it. (5) Given the product [NH2:9][C:8]1[CH:7]=[CH:6][C:5]([C:10]2[CH:11]=[CH:12][C:13]([C:16]([F:17])([F:18])[F:19])=[CH:14][CH:15]=2)=[CH:4][C:3]=1[OH:2], predict the reactants needed to synthesize it. The reactants are: C[O:2][C:3]1[CH:4]=[C:5]([C:10]2[CH:15]=[CH:14][C:13]([C:16]([F:19])([F:18])[F:17])=[CH:12][CH:11]=2)[CH:6]=[CH:7][C:8]=1[NH2:9].C(=O)([O-])[O-].[K+].[K+].C1(S)C=CC=CC=1.